From a dataset of Peptide-MHC class I binding affinity with 185,985 pairs from IEDB/IMGT. Regression. Given a peptide amino acid sequence and an MHC pseudo amino acid sequence, predict their binding affinity value. This is MHC class I binding data. The peptide sequence is KTTYWWDGL. The MHC is HLA-A11:01 with pseudo-sequence HLA-A11:01. The binding affinity (normalized) is 0.0847.